This data is from Experimentally validated miRNA-target interactions with 360,000+ pairs, plus equal number of negative samples. The task is: Binary Classification. Given a miRNA mature sequence and a target amino acid sequence, predict their likelihood of interaction. The miRNA is hsa-miR-548az-3p with sequence AAAAACUGCAAUCACUUUUGC. The protein sequence of the target gene is MADKTPGGSQKASSKNRSSDVHSSGSSDAHMDASGPSDSDMPSRTRPKSPRKHNYRNESSRESLCDSPHQNLSRPLLENKLKAFSIGKMSTAKRTLSKKEQEELKKKEDEKAAAEIYEEFLAAFEGSDGNKVKTFVRGGVVNAAKDEHETDEKRGKIYKPSSRFADQKNPPNQSSNERPPSLLVIETKKPPLKKGEKEKKKSNLELFKEELKQIQEERDERHKTKGRLSRFEPPQSDSDGQRRSMDVPSRRNRSSGVLDDYAPGSHDVGDPSTTNLYLGNINPQMNEEMLCQEFGRFGPL.... Result: 0 (no interaction).